This data is from Reaction yield outcomes from USPTO patents with 853,638 reactions. The task is: Predict the reaction yield, written as a fraction of the theoretical maximum amount of product (1.0 means a 100% yield; for example, 0.34 means a 34% yield). (1) The reactants are [CH:1]1([O:6][C:7]2[CH:8]=[C:9]([CH:12]=[CH:13][C:14]=2[O:15][CH3:16])[CH:10]=O)[CH2:5][CH2:4][CH2:3][CH2:2]1.[NH2:17]C1C=NC(Br)=CN=1.C(O[BH-](OC(=O)C)OC(=O)C)(=O)C.[Na+].C(O)(=O)C. The catalyst is ClCCl.C(OCC)(=O)C. The product is [CH:1]1([O:6][C:7]2[CH:8]=[C:9]([CH:12]=[CH:13][C:14]=2[O:15][CH3:16])[CH2:10][NH2:17])[CH2:5][CH2:4][CH2:3][CH2:2]1. The yield is 0.610. (2) The reactants are [C:1]([N:8]1[CH2:13][CH2:12][NH:11][CH2:10][CH2:9]1)([O:3][C:4]([CH3:7])([CH3:6])[CH3:5])=[O:2].[OH-].[Na+].[C:16](Cl)(=[O:23])[C:17]1[CH:22]=[CH:21][CH:20]=[CH:19][CH:18]=1. The catalyst is O1CCOCC1.O.[Cl-].[Na+].O. The product is [C:16]([N:11]1[CH2:10][CH2:9][N:8]([C:1]([O:3][C:4]([CH3:7])([CH3:6])[CH3:5])=[O:2])[CH2:13][CH2:12]1)(=[O:23])[C:17]1[CH:22]=[CH:21][CH:20]=[CH:19][CH:18]=1. The yield is 0.900. (3) The reactants are [H-].[Na+].[CH3:3][N:4]1[C:8]2[CH:9]=[CH:10][C:11]([OH:13])=[CH:12][C:7]=2[N:6]=[CH:5]1.Br[CH2:15][C:16]([O:18]CC)=[O:17].O. The catalyst is CN(C=O)C. The product is [CH3:3][N:4]1[C:8]2[CH:9]=[CH:10][C:11]([O:13][CH2:15][C:16]([OH:18])=[O:17])=[CH:12][C:7]=2[N:6]=[CH:5]1. The yield is 0.241. (4) The reactants are [N:1]1([CH:7]2[CH2:12][CH2:11][N:10]([C:13]([C:15]3[CH:16]=[C:17]4[C:21](=[CH:22][CH:23]=3)[NH:20][C:19]([C:24]([N:26]3[CH2:31][CH2:30][C:29]([F:33])([F:32])[CH2:28][CH2:27]3)=[O:25])=[CH:18]4)=[O:14])[CH2:9][CH2:8]2)[CH2:6][CH2:5][CH2:4][CH2:3][CH2:2]1.[H-].[Na+].CS(O[CH2:41][C:42]([F:45])([F:44])[F:43])(=O)=O. The catalyst is CN(C)C=O. The product is [N:1]1([CH:7]2[CH2:12][CH2:11][N:10]([C:13]([C:15]3[CH:16]=[C:17]4[C:21](=[CH:22][CH:23]=3)[N:20]([CH2:41][C:42]([F:45])([F:44])[F:43])[C:19]([C:24]([N:26]3[CH2:31][CH2:30][C:29]([F:33])([F:32])[CH2:28][CH2:27]3)=[O:25])=[CH:18]4)=[O:14])[CH2:9][CH2:8]2)[CH2:2][CH2:3][CH2:4][CH2:5][CH2:6]1. The yield is 0.890. (5) The reactants are Br[C:2]1[CH:3]=[C:4]([O:8][CH:9]([CH3:11])[CH3:10])[CH:5]=[N:6][CH:7]=1.[CH3:12][C@@H:13]([OH:17])[CH2:14][CH:15]=[CH2:16].C(N(CC)CC)C.C(#N)C. The catalyst is O.C([O-])(=O)C.[Pd+2].C([O-])(=O)C.C1(C)C=CC=CC=1P(C1C=CC=CC=1C)C1C=CC=CC=1C. The product is [CH:9]([O:8][C:4]1[CH:3]=[C:2](/[CH:16]=[CH:15]/[CH2:14][C@H:13]([OH:17])[CH3:12])[CH:7]=[N:6][CH:5]=1)([CH3:11])[CH3:10]. The yield is 0.850.